This data is from Catalyst prediction with 721,799 reactions and 888 catalyst types from USPTO. The task is: Predict which catalyst facilitates the given reaction. Reactant: CC1C=CC(S(O[C@H:12]([CH2:15][CH:16]([CH3:21])[CH2:17][CH2:18][CH:19]=[CH2:20])[CH2:13][CH3:14])(=O)=O)=CC=1.[CH2:22]([O:24][C:25](=[O:41])[CH2:26][N:27]=[C:28]([C:35]1[CH:40]=[CH:39][CH:38]=[CH:37][CH:36]=1)[C:29]1[CH:34]=[CH:33][CH:32]=[CH:31][CH:30]=1)[CH3:23].[Li+].C[Si]([N-][Si](C)(C)C)(C)C. Product: [C:29]1([C:28](=[N:27][CH:26]([C@H:12]([CH2:13][CH3:14])[CH2:15][CH:16]([CH3:21])[CH2:17][CH2:18][CH:19]=[CH2:20])[C:25]([O:24][CH2:22][CH3:23])=[O:41])[C:35]2[CH:40]=[CH:39][CH:38]=[CH:37][CH:36]=2)[CH:30]=[CH:31][CH:32]=[CH:33][CH:34]=1. The catalyst class is: 11.